This data is from Reaction yield outcomes from USPTO patents with 853,638 reactions. The task is: Predict the reaction yield, written as a fraction of the theoretical maximum amount of product (1.0 means a 100% yield; for example, 0.34 means a 34% yield). (1) The reactants are [CH3:1][C:2]1[C:11]2[C:6](=[CH:7][CH:8]=[CH:9][CH:10]=2)[CH:5]=[C:4]([OH:12])[CH:3]=1.[C:13]([CH:17]1[CH2:22][CH2:21][CH:20](OS(C)(=O)=O)[CH2:19][CH2:18]1)([CH3:16])([CH3:15])[CH3:14].C(=O)([O-])[O-].[Cs+].[Cs+].O. The catalyst is CC(O)(C)C.CC(=O)CC.CCOCC. The product is [C:13]([CH:17]1[CH2:22][CH2:21][CH:20]([O:12][C:4]2[CH:3]=[C:2]([CH3:1])[C:11]3[C:6]([CH:5]=2)=[CH:7][CH:8]=[CH:9][CH:10]=3)[CH2:19][CH2:18]1)([CH3:16])([CH3:15])[CH3:14]. The yield is 0.480. (2) The reactants are [CH3:1][C:2]1([CH3:10])[O:7][C:6](=[O:8])[CH2:5][C:4](=[O:9])[O:3]1.[CH3:11][S:12]([C:15]1[CH:21]=[CH:20][C:18]([NH2:19])=[CH:17][CH:16]=1)(=[O:14])=[O:13].[CH:22](OC)(OC)OC. No catalyst specified. The product is [CH3:1][C:2]1([CH3:10])[O:7][C:6](=[O:8])[C:5](=[CH:22][NH:19][C:18]2[CH:20]=[CH:21][C:15]([S:12]([CH3:11])(=[O:13])=[O:14])=[CH:16][CH:17]=2)[C:4](=[O:9])[O:3]1. The yield is 1.00. (3) The reactants are [CH3:1][N:2]1[C:6]([CH3:7])=[CH:5][C:4]([C:8]([OH:10])=O)=[N:3]1.O1CCCC1.C(Cl)(=O)C(Cl)=O.[NH2:22][C:23]1[CH:24]=[C:25]([CH:42]=[CH:43][C:44]=1[CH3:45])[O:26][C:27]1[CH:28]=[CH:29][C:30]2[N:31]([CH:33]=[C:34]([NH:36][C:37]([CH:39]3[CH2:41][CH2:40]3)=[O:38])[N:35]=2)[N:32]=1. The catalyst is CN(C)C=O.CN(C)C(=O)C. The product is [CH:39]1([C:37]([NH:36][C:34]2[N:35]=[C:30]3[CH:29]=[CH:28][C:27]([O:26][C:25]4[CH:42]=[CH:43][C:44]([CH3:45])=[C:23]([NH:22][C:8]([C:4]5[CH:5]=[C:6]([CH3:7])[N:2]([CH3:1])[N:3]=5)=[O:10])[CH:24]=4)=[N:32][N:31]3[CH:33]=2)=[O:38])[CH2:40][CH2:41]1. The yield is 0.170. (4) The reactants are [CH2:1]([C:3]([C:22]1[CH:27]=[CH:26][C:25](OS(C(F)(F)F)(=O)=O)=[C:24]([CH3:36])[CH:23]=1)([C:6]1[CH:11]=[CH:10][C:9](/[CH:12]=[CH:13]/[C:14]2([OH:20])[CH2:19][CH2:18][S:17][CH2:16][CH2:15]2)=[C:8]([CH3:21])[CH:7]=1)[CH2:4][CH3:5])[CH3:2].C([O-])(=O)C.[K+].[B:51]1([B:51]2[O:55][C:54]([CH3:57])([CH3:56])[C:53]([CH3:59])([CH3:58])[O:52]2)[O:55][C:54]([CH3:57])([CH3:56])[C:53]([CH3:59])([CH3:58])[O:52]1.O. The catalyst is O1CCOCC1.C1(P([C-]2C=CC=C2)C2C=CC=CC=2)C=CC=CC=1.[CH-]1C=CC=C1.[Fe+2].C1C=CC(P(C2C=CC=CC=2)[C-]2C=CC=C2)=CC=1.C1C=CC(P(C2C=CC=CC=2)[C-]2C=CC=C2)=CC=1.Cl[Pd]Cl.[Fe+2]. The product is [CH2:1]([C:3]([C:6]1[CH:11]=[CH:10][C:9](/[CH:12]=[CH:13]/[C:14]2([OH:20])[CH2:19][CH2:18][S:17][CH2:16][CH2:15]2)=[C:8]([CH3:21])[CH:7]=1)([C:22]1[CH:27]=[CH:26][C:25]([B:51]2[O:52][C:53]([CH3:58])([CH3:59])[C:54]([CH3:56])([CH3:57])[O:55]2)=[C:24]([CH3:36])[CH:23]=1)[CH2:4][CH3:5])[CH3:2]. The yield is 0.490. (5) The reactants are [OH:1][C:2]1[C:10]([OH:11])=[CH:9][CH:8]=[CH:7][C:3]=1[C:4]([OH:6])=O.[Si](Cl)(C)(C)C.CCN=C=NCCCN(C)C.[NH2:28][CH2:29][CH2:30][CH2:31][CH2:32][CH2:33][NH:34][C:35](=[O:61])[CH2:36][C@@H:37]1[N:43]=[C:42]([C:44]2[CH:49]=[CH:48][C:47]([Cl:50])=[CH:46][CH:45]=2)[C:41]2[CH:51]=[C:52]([O:55][CH3:56])[CH:53]=[CH:54][C:40]=2[N:39]2[C:57]([CH3:60])=[N:58][N:59]=[C:38]12. The catalyst is C(Cl)Cl.CN(C1C=CN=CC=1)C. The product is [Cl:50][C:47]1[CH:48]=[CH:49][C:44]([C:42]2[C:41]3[CH:51]=[C:52]([O:55][CH3:56])[CH:53]=[CH:54][C:40]=3[N:39]3[C:57]([CH3:60])=[N:58][N:59]=[C:38]3[C@H:37]([CH2:36][C:35]([NH:34][CH2:33][CH2:32][CH2:31][CH2:30][CH2:29][NH:28][C:4](=[O:6])[C:3]3[CH:7]=[CH:8][CH:9]=[C:10]([OH:11])[C:2]=3[OH:1])=[O:61])[N:43]=2)=[CH:45][CH:46]=1. The yield is 0.327. (6) The reactants are [Cl:1][C:2]1[CH:11]=[C:10]([C:12]([CH:14]2[CH2:17][N:16]([C:18]([O:20][C:21]([CH3:24])([CH3:23])[CH3:22])=[O:19])[CH2:15]2)=[CH2:13])[C:9]([Cl:25])=[C:8]2[C:3]=1[CH2:4][CH2:5][N:6]([CH2:27][C:28]1[C:29](=[O:37])[NH:30][C:31]([CH3:36])=[CH:32][C:33]=1[O:34][CH3:35])[C:7]2=[O:26]. The catalyst is C(OCC)(=O)C.CO.[Pt]=O. The product is [Cl:1][C:2]1[CH:11]=[C:10]([CH:12]([CH:14]2[CH2:15][N:16]([C:18]([O:20][C:21]([CH3:22])([CH3:24])[CH3:23])=[O:19])[CH2:17]2)[CH3:13])[C:9]([Cl:25])=[C:8]2[C:3]=1[CH2:4][CH2:5][N:6]([CH2:27][C:28]1[C:29](=[O:37])[NH:30][C:31]([CH3:36])=[CH:32][C:33]=1[O:34][CH3:35])[C:7]2=[O:26]. The yield is 0.760.